The task is: Predict the product of the given reaction.. This data is from Forward reaction prediction with 1.9M reactions from USPTO patents (1976-2016). (1) Given the reactants [C:1]1([N:7]2[CH:12]=[CH:11][C:10]([CH2:13][CH2:14][CH2:15][CH2:16][CH2:17][CH2:18][C:19]3[N:20]=[N:21][NH:22][CH:23]=3)=[C:9]([OH:24])[C:8]2=O)[CH:6]=[CH:5][CH:4]=[CH:3][CH:2]=1.P12(SP3(SP(SP(S3)(S1)=S)(=S)S2)=S)=[S:27].C1(N2C=CC(CCCC3N=NNC=3)=C(O)C2=S)C=CC=CC=1, predict the reaction product. The product is: [C:1]1([N:7]2[CH:12]=[CH:11][C:10]([CH2:13][CH2:14][CH2:15][CH2:16][CH2:17][CH2:18][C:19]3[N:20]=[N:21][NH:22][CH:23]=3)=[C:9]([OH:24])[C:8]2=[S:27])[CH:6]=[CH:5][CH:4]=[CH:3][CH:2]=1. (2) The product is: [Br:1][C:2]1[CH:3]=[N:4][C:5]2[N:6]([N:8]=[C:9]([C:11]([N:30]3[CH2:29][CH2:28][C:27]4[C:32](=[CH:33][C:24]([C:19]5[C:20]([O:22][CH3:23])=[N:21][C:16]([O:15][CH3:14])=[N:17][CH:18]=5)=[CH:25][CH:26]=4)[CH:31]3[CH3:34])=[O:13])[CH:10]=2)[CH:7]=1. Given the reactants [Br:1][C:2]1[CH:3]=[N:4][C:5]2[N:6]([N:8]=[C:9]([C:11]([OH:13])=O)[CH:10]=2)[CH:7]=1.[CH3:14][O:15][C:16]1[N:21]=[C:20]([O:22][CH3:23])[C:19]([C:24]2[CH:33]=[C:32]3[C:27]([CH2:28][CH2:29][NH:30][CH:31]3[CH3:34])=[CH:26][CH:25]=2)=[CH:18][N:17]=1, predict the reaction product. (3) Given the reactants [NH2:1][C:2]1[CH:7]=[CH:6][C:5]([OH:8])=[C:4]([Cl:9])[CH:3]=1.[Cl:10][C:11]1[CH:16]=[C:15]([C:17]([F:20])([F:19])[F:18])[CH:14]=[CH:13][C:12]=1[S:21](Cl)(=[O:23])=[O:22], predict the reaction product. The product is: [Cl:10][C:11]1[CH:16]=[C:15]([C:17]([F:19])([F:18])[F:20])[CH:14]=[CH:13][C:12]=1[S:21]([NH:1][C:2]1[CH:7]=[CH:6][C:5]([OH:8])=[C:4]([Cl:9])[CH:3]=1)(=[O:23])=[O:22]. (4) Given the reactants [C:1]([C:3]1[CH:10]=[CH:9][C:6]([CH2:7][NH2:8])=[CH:5][CH:4]=1)#[N:2].C[O:12][C:13](=O)[C:14]1[C:19]([I:20])=[CH:18][C:17]([F:21])=[CH:16][C:15]=1[CH2:22]Br.C([O-])([O-])=O.[K+].[K+], predict the reaction product. The product is: [F:21][C:17]1[CH:16]=[C:15]2[C:14](=[C:19]([I:20])[CH:18]=1)[C:13](=[O:12])[N:2]([CH2:1][C:3]1[CH:10]=[CH:9][C:6]([C:7]#[N:8])=[CH:5][CH:4]=1)[CH2:22]2. (5) Given the reactants [O:1]=[C:2]1[CH:11]=[CH:10][C:9]2[C:4](=[CH:5][CH:6]=[C:7]([C:12]([F:15])([F:14])[F:13])[CH:8]=2)[N:3]1[CH2:16][C:17]([O:19]C)=[O:18].O[Li].O.Cl, predict the reaction product. The product is: [O:1]=[C:2]1[CH:11]=[CH:10][C:9]2[C:4](=[CH:5][CH:6]=[C:7]([C:12]([F:14])([F:13])[F:15])[CH:8]=2)[N:3]1[CH2:16][C:17]([OH:19])=[O:18]. (6) Given the reactants [Cl:1][C:2]1[C:10]2[C:5](=[CH:6][C:7]([NH:11][C:12](=[O:56])[C@@H:13]([NH:38][C:39]([C@H:41]3[CH2:46][CH2:45][C@H:44]([CH2:47][NH:48]C(=O)OC(C)(C)C)[CH2:43][CH2:42]3)=[O:40])[CH2:14][C:15]3[CH:20]=[CH:19][C:18]([C:21]4[CH:26]=[CH:25][C:24]([C:27](=[O:36])[NH:28][C@H:29]5[CH2:34][CH2:33][CH2:32][NH:31][C:30]5=[O:35])=[CH:23][C:22]=4[CH3:37])=[CH:17][CH:16]=3)=[CH:8][CH:9]=2)[NH:4][N:3]=1.Cl.C(#N)C, predict the reaction product. The product is: [ClH:1].[NH2:48][CH2:47][C@H:44]1[CH2:45][CH2:46][C@H:41]([C:39]([NH:38][C@H:13]([C:12]([NH:11][C:7]2[CH:6]=[C:5]3[C:10]([C:2]([Cl:1])=[N:3][NH:4]3)=[CH:9][CH:8]=2)=[O:56])[CH2:14][C:15]2[CH:16]=[CH:17][C:18]([C:21]3[CH:26]=[CH:25][C:24]([C:27]([NH:28][C@H:29]4[CH2:34][CH2:33][CH2:32][NH:31][C:30]4=[O:35])=[O:36])=[CH:23][C:22]=3[CH3:37])=[CH:19][CH:20]=2)=[O:40])[CH2:42][CH2:43]1. (7) Given the reactants Cl[C:2]1[N:12]=[C:11]([NH:13][C:14]2[CH:19]=[CH:18][C:17]([N:20]3[CH2:25][CH2:24][N:23]([C:26]([O:28][C:29]([CH3:32])([CH3:31])[CH3:30])=[O:27])[CH2:22][CH2:21]3)=[CH:16][C:15]=2[O:33][CH3:34])[C:5]2[C:6](=[O:10])[NH:7][N:8]=[CH:9][C:4]=2[CH:3]=1.[F:35][C:36]1[CH:41]=[CH:40][CH:39]=[C:38]([F:42])[C:37]=1[OH:43].CN(C)CC(O)=O.C(=O)([O-])[O-].[Cs+].[Cs+], predict the reaction product. The product is: [F:35][C:36]1[CH:41]=[CH:40][CH:39]=[C:38]([F:42])[C:37]=1[O:43][C:2]1[N:12]=[C:11]([NH:13][C:14]2[CH:19]=[CH:18][C:17]([N:20]3[CH2:25][CH2:24][N:23]([C:26]([O:28][C:29]([CH3:32])([CH3:31])[CH3:30])=[O:27])[CH2:22][CH2:21]3)=[CH:16][C:15]=2[O:33][CH3:34])[C:5]2[C:6](=[O:10])[NH:7][N:8]=[CH:9][C:4]=2[CH:3]=1.